From a dataset of Reaction yield outcomes from USPTO patents with 853,638 reactions. Predict the reaction yield, written as a fraction of the theoretical maximum amount of product (1.0 means a 100% yield; for example, 0.34 means a 34% yield). (1) The reactants are O[C:2]12[C:13]3[C:8](=[CH:9][CH:10]=[CH:11][CH:12]=3)[C:7](=[O:14])[C:6]1([OH:15])[C:5]1[CH:16]=[C:17]([N+:20]([O-:22])=[O:21])[CH:18]=[CH:19][C:4]=1[O:3]2.[C:23]([OH:26])(=[O:25])[CH3:24].N1C=CC=CC=1.C1C[O:36][CH2:35][CH2:34]1. No catalyst specified. The product is [C:23]([O:26][C:4]1[CH:19]=[CH:18][C:17]([N+:20]([O-:22])=[O:21])=[CH:16][C:5]=1[C:6]1([O:15][C:35](=[O:36])[CH3:34])[C:7](=[O:14])[C:8]2[C:13](=[CH:12][CH:11]=[CH:10][CH:9]=2)[C:2]1=[O:3])(=[O:25])[CH3:24]. The yield is 0.110. (2) The reactants are [C:1]1([CH:7]2[N:21]3[C:22]4[C:14]([C:15]5[C:20]3=[CH:19][CH:18]=[CH:17][C:16]=5[OH:23])=[CH:13][CH:12]=[CH:11][C:10]=4[O:9][CH2:8]2)[CH:6]=[CH:5][CH:4]=[CH:3][CH:2]=1.Br[CH2:25][CH2:26][CH2:27][Cl:28].C(=O)([O-])[O-].[K+].[K+]. The catalyst is CN(C=O)C. The product is [C:1]1([CH:7]2[N:21]3[C:22]4[C:14]([C:15]5[C:16]([O:23][CH2:25][CH2:26][CH2:27][Cl:28])=[CH:17][CH:18]=[CH:19][C:20]=53)=[CH:13][CH:12]=[CH:11][C:10]=4[O:9][CH2:8]2)[CH:2]=[CH:3][CH:4]=[CH:5][CH:6]=1. The yield is 0.440. (3) The reactants are [CH3:1][N:2]1[C:6]([C:7]2[S:11][C:10]([C:12]([OH:14])=O)=[CH:9][CH:8]=2)=[CH:5][CH:4]=[N:3]1.C1CN([P+](Br)(N2CCCC2)N2CCCC2)CC1.F[P-](F)(F)(F)(F)F.C(N(C(C)C)CC)(C)C.Cl.[NH2:49][C@@H:50]([CH2:63][C:64]1[CH:69]=[CH:68][CH:67]=[CH:66][C:65]=1[C:70]([F:73])([F:72])[F:71])[CH2:51][N:52]1[C:60](=[O:61])[C:59]2[C:54](=[CH:55][CH:56]=[CH:57][CH:58]=2)[C:53]1=[O:62]. The catalyst is C(Cl)Cl. The product is [O:61]=[C:60]1[C:59]2[C:54](=[CH:55][CH:56]=[CH:57][CH:58]=2)[C:53](=[O:62])[N:52]1[CH2:51][C@@H:50]([NH:49][C:12]([C:10]1[S:11][C:7]([C:6]2[N:2]([CH3:1])[N:3]=[CH:4][CH:5]=2)=[CH:8][CH:9]=1)=[O:14])[CH2:63][C:64]1[CH:69]=[CH:68][CH:67]=[CH:66][C:65]=1[C:70]([F:72])([F:71])[F:73]. The yield is 0.280. (4) The reactants are FC(F)(F)C(O)=O.[Cl:8][C:9]1[C:10]([F:40])=[C:11]([CH:15]2[C:19]([C:22]3[CH:27]=[CH:26][C:25]([Cl:28])=[CH:24][C:23]=3[F:29])([C:20]#[N:21])[CH:18]([CH2:30][C:31]([CH3:36])([CH3:35])[CH:32]([CH3:34])[CH3:33])[NH:17][CH:16]2[C:37]([OH:39])=O)[CH:12]=[CH:13][CH:14]=1.CC1(C)[O:46][C@H:45]([CH2:47][CH2:48][NH2:49])[CH2:44][O:43]1.CN(C(ON1N=NC2C=CC=NC1=2)=[N+](C)C)C.F[P-](F)(F)(F)(F)F.CCN(C(C)C)C(C)C.Cl. The catalyst is C(Cl)Cl.O1CCCC1. The product is [OH:46][C@@H:45]([CH2:44][OH:43])[CH2:47][CH2:48][NH:49][C:37]([CH:16]1[CH:15]([C:11]2[CH:12]=[CH:13][CH:14]=[C:9]([Cl:8])[C:10]=2[F:40])[C:19]([C:22]2[CH:27]=[CH:26][C:25]([Cl:28])=[CH:24][C:23]=2[F:29])([C:20]#[N:21])[CH:18]([CH2:30][C:31]([CH3:35])([CH3:36])[CH:32]([CH3:34])[CH3:33])[NH:17]1)=[O:39]. The yield is 0.580.